This data is from Full USPTO retrosynthesis dataset with 1.9M reactions from patents (1976-2016). The task is: Predict the reactants needed to synthesize the given product. (1) Given the product [CH2:19]([N:18]([CH2:21][CH3:22])[CH2:17][CH2:16][CH2:15][CH:13]([NH:12][C:7]1[N:6]=[CH:5][C:4]2[C:9](=[CH:10][CH:11]=[C:2]([C:25]3[CH:26]=[N:27][CH:28]=[CH:29][C:24]=3[CH3:23])[CH:3]=2)[N:8]=1)[CH3:14])[CH3:20], predict the reactants needed to synthesize it. The reactants are: Br[C:2]1[CH:3]=[C:4]2[C:9](=[CH:10][CH:11]=1)[N:8]=[C:7]([NH:12][CH:13]([CH2:15][CH2:16][CH2:17][N:18]([CH2:21][CH3:22])[CH2:19][CH3:20])[CH3:14])[N:6]=[CH:5]2.[CH3:23][C:24]1[CH:29]=[CH:28][N:27]=[CH:26][C:25]=1B(O)O.C([O-])([O-])=O.[Na+].[Na+].[OH-].[Na+]. (2) Given the product [F:8][C:5]1[C:4]([F:9])=[CH:3][C:2]([C:14]2[CH:13]=[N:12][N:11]([CH3:10])[CH:15]=2)=[CH:7][N:6]=1, predict the reactants needed to synthesize it. The reactants are: Cl[C:2]1[CH:3]=[C:4]([F:9])[C:5]([F:8])=[N:6][CH:7]=1.[CH3:10][N:11]1[CH:15]=[C:14](B2OC(C)(C)C(C)(C)O2)[CH:13]=[N:12]1.P([O-])([O-])([O-])=O.[K+].[K+].[K+]. (3) The reactants are: [F:1][C:2]([F:27])([O:7][C:8]1[CH:13]=[CH:12][C:11]([N:14]2[CH:18]=[N:17][C:16]([C:19]3[CH:26]=[CH:25][C:22]([CH:23]=[O:24])=[CH:21][CH:20]=3)=[N:15]2)=[CH:10][CH:9]=1)[C:3]([F:6])([F:5])[F:4].Br([O-])(=O)=[O:29].[Na+].S(=O)(=O)(O)[O-].[Na+].O. Given the product [F:27][C:2]([F:1])([O:7][C:8]1[CH:9]=[CH:10][C:11]([N:14]2[CH:18]=[N:17][C:16]([C:19]3[CH:20]=[CH:21][C:22]([C:23]([OH:29])=[O:24])=[CH:25][CH:26]=3)=[N:15]2)=[CH:12][CH:13]=1)[C:3]([F:6])([F:5])[F:4], predict the reactants needed to synthesize it. (4) Given the product [C:1]([O:9][C@:10]1([CH3:45])[C@H:14]([O:15][C:16](=[O:23])[C:17]2[CH:22]=[CH:21][CH:20]=[CH:19][CH:18]=2)[C@@H:13]([CH2:24][O:25][C:26](=[O:33])[C:27]2[CH:32]=[CH:31][CH:30]=[CH:29][CH:28]=2)[O:12][C@H:11]1[N:34]1[CH:42]=[N:41][C:40]2[C:35]1=[N:36][C:37]([N:44]([C:54]([O:56][C:57]([CH3:58])([CH3:59])[CH3:60])=[O:55])[C:1]([O:9][C:10]([CH3:45])([CH3:14])[CH3:11])=[O:8])=[N:38][C:39]=2[N:43]([C:54]([O:56][C:57]([CH3:60])([CH3:59])[CH3:58])=[O:55])[C:54]([O:56][C:57]([CH3:58])([CH3:59])[CH3:60])=[O:55])(=[O:8])[C:2]1[CH:3]=[CH:4][CH:5]=[CH:6][CH:7]=1, predict the reactants needed to synthesize it. The reactants are: [C:1]([O:9][C@:10]1([CH3:45])[C@H:14]([O:15][C:16](=[O:23])[C:17]2[CH:22]=[CH:21][CH:20]=[CH:19][CH:18]=2)[C@@H:13]([CH2:24][O:25][C:26](=[O:33])[C:27]2[CH:32]=[CH:31][CH:30]=[CH:29][CH:28]=2)[O:12][C@H:11]1[N:34]1[CH:42]=[N:41][C:40]2[C:35]1=[N:36][C:37]([NH2:44])=[N:38][C:39]=2[NH2:43])(=[O:8])[C:2]1[CH:7]=[CH:6][CH:5]=[CH:4][CH:3]=1.[CH3:58][C:57]([O:56][C:54](O[C:54]([O:56][C:57]([CH3:60])([CH3:59])[CH3:58])=[O:55])=[O:55])([CH3:60])[CH3:59].